From a dataset of Catalyst prediction with 721,799 reactions and 888 catalyst types from USPTO. Predict which catalyst facilitates the given reaction. (1) Reactant: CC(N(C)C)=O.CC(C)([O-])C.[Na+].[CH2:13]([C:15]1[NH:16][C:17]2[C:22]([C:23](=[O:26])[C:24]=1[CH3:25])=[CH:21][C:20]([O:27][C:28]1[CH:33]=[CH:32][C:31]([O:34][C:35]([F:38])([F:37])[F:36])=[CH:30][CH:29]=1)=[C:19]([CH3:39])[CH:18]=2)[CH3:14].Cl[C:41]([O:43][CH3:44])=[O:42]. Product: [C:41](=[O:42])([O:43][CH3:44])[O:26][C:23]1[C:22]2[C:17](=[CH:18][C:19]([CH3:39])=[C:20]([O:27][C:28]3[CH:33]=[CH:32][C:31]([O:34][C:35]([F:36])([F:37])[F:38])=[CH:30][CH:29]=3)[CH:21]=2)[N:16]=[C:15]([CH2:13][CH3:14])[C:24]=1[CH3:25]. The catalyst class is: 6. (2) Reactant: C([O:8][CH2:9][CH2:10][O:11][CH2:12][CH2:13][C:14]([O:16][CH2:17][CH3:18])=[O:15])C1C=CC=CC=1. Product: [OH:8][CH2:9][CH2:10][O:11][CH2:12][CH2:13][C:14]([O:16][CH2:17][CH3:18])=[O:15]. The catalyst class is: 29. (3) Reactant: [NH2:1][CH2:2][CH2:3][CH2:4][CH2:5][OH:6].[F:7][C:8]([F:14])([F:13])[C:9](OC)=[O:10]. Product: [F:7][C:8]([F:14])([F:13])[C:9]([NH:1][CH2:2][CH2:3][CH2:4][CH2:5][OH:6])=[O:10]. The catalyst class is: 5. (4) Reactant: [N+:1]([C:4]1[C:13]2[C:8](=[CH:9][CH:10]=[CH:11][CH:12]=2)[CH:7]=[CH:6][C:5]=1[CH:14]=[O:15])([O-:3])=[O:2].[CH3:16][O:17][C:18]1[CH:23]=[CH:22][CH:21]=[CH:20][C:19]=1[Mg]Br.O1CCCC1.[Cl-].[NH4+]. Product: [CH3:16][O:17][C:18]1[CH:23]=[CH:22][CH:21]=[CH:20][C:19]=1[CH:14]([C:5]1[CH:6]=[CH:7][C:8]2[C:13](=[CH:12][CH:11]=[CH:10][CH:9]=2)[C:4]=1[N+:1]([O-:3])=[O:2])[OH:15]. The catalyst class is: 7. (5) Reactant: [OH-].[Na+].[F:3][C:4]1[CH:36]=[CH:35][C:7]([CH2:8][N:9]2[C:17]3[CH:16]=[CH:15][CH:14]=[CH:13][C:12]=3[C:11]3[CH2:18][C:19]4([CH3:34])[C:24](=[O:25])[N:23]([CH2:26][CH2:27][C:28]([O:30]CC)=[O:29])[C:22](=[O:33])[N:20]4[CH2:21][C:10]2=3)=[CH:6][CH:5]=1. Product: [F:3][C:4]1[CH:36]=[CH:35][C:7]([CH2:8][N:9]2[C:17]3[CH:16]=[CH:15][CH:14]=[CH:13][C:12]=3[C:11]3[CH2:18][C:19]4([CH3:34])[C:24](=[O:25])[N:23]([CH2:26][CH2:27][C:28]([OH:30])=[O:29])[C:22](=[O:33])[N:20]4[CH2:21][C:10]2=3)=[CH:6][CH:5]=1. The catalyst class is: 36. (6) The catalyst class is: 3. Reactant: C(=O)([O-])[O-].[K+].[K+].[CH2:7]([O:9][C:10](=[O:19])[C:11]1[CH:16]=[C:15]([OH:17])[CH:14]=[C:13]([OH:18])[CH:12]=1)[CH3:8].F[C:21]1[CH:28]=[CH:27][C:24]([C:25]#[N:26])=[CH:23][CH:22]=1. Product: [CH2:7]([O:9][C:10](=[O:19])[C:11]1[CH:16]=[C:15]([O:17][C:21]2[CH:28]=[CH:27][C:24]([C:25]#[N:26])=[CH:23][CH:22]=2)[CH:14]=[C:13]([O:18][C:21]2[CH:28]=[CH:27][C:24]([C:25]#[N:26])=[CH:23][CH:22]=2)[CH:12]=1)[CH3:8]. (7) Reactant: [CH3:1][C:2]1[C:11]2[C:6](=[CH:7][CH:8]=[CH:9][CH:10]=2)[C:5]([N+:12]([O-])=O)=[CH:4][CH:3]=1. Product: [CH3:1][C:2]1[C:11]2[C:6](=[CH:7][CH:8]=[CH:9][CH:10]=2)[C:5]([NH2:12])=[CH:4][CH:3]=1. The catalyst class is: 171. (8) Reactant: Cl.[F:2][C:3]([F:14])([F:13])[C:4]1[N:8]2[CH2:9][CH2:10][NH:11][CH2:12][C:7]2=[CH:6][N:5]=1.C(N(CC)CC)C.[C:22](O[C:22]([O:24][C:25]([CH3:28])([CH3:27])[CH3:26])=[O:23])([O:24][C:25]([CH3:28])([CH3:27])[CH3:26])=[O:23].O. Product: [F:14][C:3]([F:2])([F:13])[C:4]1[N:8]2[CH2:9][CH2:10][N:11]([C:22]([O:24][C:25]([CH3:28])([CH3:27])[CH3:26])=[O:23])[CH2:12][C:7]2=[CH:6][N:5]=1. The catalyst class is: 4. (9) Reactant: C(N(CC)CC)C.[C:8]([C:11]1[CH:12]=[C:13]([C:23]([CH3:26])([CH3:25])[CH3:24])[C:14]([O:21][CH3:22])=[C:15]([CH:20]=1)[NH:16][CH2:17][C:18]#[N:19])(=[O:10])[CH3:9].[Br:27]N1C(=O)CCC1=O.C(OCC)(=O)C. Product: [Br:27][CH2:9][C:8]([C:11]1[CH:12]=[C:13]([C:23]([CH3:26])([CH3:25])[CH3:24])[C:14]([O:21][CH3:22])=[C:15]([CH:20]=1)[NH:16][CH2:17][C:18]#[N:19])=[O:10]. The catalyst class is: 7.